Task: Predict which catalyst facilitates the given reaction.. Dataset: Catalyst prediction with 721,799 reactions and 888 catalyst types from USPTO (1) Reactant: [Br:1][C:2]1[CH:3]=[C:4]2[C:9](=[CH:10][C:11]=1[O:12][CH3:13])[N:8]=[C:7]([C:14]1[CH:19]=[CH:18][CH:17]=[C:16]([C:20]([F:23])([F:22])[F:21])[CH:15]=1)[C:6]([CH3:24])=[C:5]2[C:25]([OH:27])=[O:26].[C:28](Cl)(=O)C(Cl)=O.CO. Product: [Br:1][C:2]1[CH:3]=[C:4]2[C:9](=[CH:10][C:11]=1[O:12][CH3:13])[N:8]=[C:7]([C:14]1[CH:19]=[CH:18][CH:17]=[C:16]([C:20]([F:23])([F:21])[F:22])[CH:15]=1)[C:6]([CH3:24])=[C:5]2[C:25]([O:27][CH3:28])=[O:26]. The catalyst class is: 174. (2) Reactant: [CH2:1]([O:8][C:9]1[CH:14]=[CH:13][C:12]([C:15]2[N:19]([CH:20]3[CH2:25][CH2:24][CH2:23][CH2:22][CH2:21]3)[N:18]=[C:17]([C:26]#[C:27][C:28]([O:30]CC)=[O:29])[CH:16]=2)=[CH:11][CH:10]=1)[C:2]1[CH:7]=[CH:6][CH:5]=[CH:4][CH:3]=1.[Li+].[OH-]. Product: [CH2:1]([O:8][C:9]1[CH:10]=[CH:11][C:12]([C:15]2[N:19]([CH:20]3[CH2:25][CH2:24][CH2:23][CH2:22][CH2:21]3)[N:18]=[C:17]([C:26]#[C:27][C:28]([OH:30])=[O:29])[CH:16]=2)=[CH:13][CH:14]=1)[C:2]1[CH:3]=[CH:4][CH:5]=[CH:6][CH:7]=1. The catalyst class is: 92. (3) Reactant: [P:1]([O-:6])([O:4][CH3:5])[O:2][CH3:3].C[O-].[Na+].[C:10]([C:13]1[CH:20]=[CH:19][CH:18]=[CH:17][C:14]=1[CH:15]=O)([OH:12])=[O:11].CS(O)(=O)=O. Product: [CH3:3][O:2][P:1]([CH:15]1[C:14]2[C:13](=[CH:20][CH:19]=[CH:18][CH:17]=2)[C:10](=[O:12])[O:11]1)(=[O:6])[O:4][CH3:5]. The catalyst class is: 5. (4) Reactant: [C@@H:1]1([CH2:10][OH:11])[NH:6][CH2:5][CH2:4][N:3]2[CH2:7][CH2:8][CH2:9][C@@H:2]12.C(N(CC)CC)C.[Si:19](Cl)([C:22]([CH3:25])([CH3:24])[CH3:23])([CH3:21])[CH3:20]. Product: [CH3:23][C:22]([Si:19]([CH3:21])([CH3:20])[O:11][CH2:10][C@@H:1]1[NH:6][CH2:5][CH2:4][N:3]2[CH2:7][CH2:8][CH2:9][C@@H:2]12)([CH3:25])[CH3:24]. The catalyst class is: 34.